From a dataset of Reaction yield outcomes from USPTO patents with 853,638 reactions. Predict the reaction yield, written as a fraction of the theoretical maximum amount of product (1.0 means a 100% yield; for example, 0.34 means a 34% yield). (1) The reactants are [C:1]1([C:7]2[CH:8]=[N:9][C:10](=[O:13])[NH:11][CH:12]=2)[CH:6]=[CH:5][CH:4]=[CH:3][CH:2]=1.C(N(CC)CC)C.Br[CH2:22][CH2:23][CH2:24][CH2:25][Cl:26].O. The catalyst is ClCCl. The product is [Cl:26][CH2:25][CH2:24][CH2:23][CH2:22][N:9]1[CH:8]=[C:7]([C:1]2[CH:2]=[CH:3][CH:4]=[CH:5][CH:6]=2)[CH:12]=[N:11][C:10]1=[O:13]. The yield is 0.510. (2) The reactants are [Cl:1][C:2]1[CH:7]=[CH:6][C:5]([CH:8]([NH2:20])[CH:9]([C:11]2[CH:16]=[CH:15][C:14]([N+:17]([O-:19])=[O:18])=[CH:13][CH:12]=2)[NH2:10])=[CH:4][CH:3]=1.Cl.[CH3:22][O:23][C:24]1[CH:34]=[CH:33][C:27]([C:28](=N)OCC)=[CH:26][CH:25]=1.C(N(CC)CC)C.C(=O)([O-])[O-].[Na+].[Na+]. The catalyst is C(O)C.C(Cl)Cl. The product is [Cl:1][C:2]1[CH:3]=[CH:4][C:5]([CH:8]2[CH:9]([C:11]3[CH:16]=[CH:15][C:14]([N+:17]([O-:19])=[O:18])=[CH:13][CH:12]=3)[NH:10][C:28]([C:27]3[CH:33]=[CH:34][C:24]([O:23][CH3:22])=[CH:25][CH:26]=3)=[N:20]2)=[CH:6][CH:7]=1. The yield is 0.370. (3) The reactants are [CH2:1]([O:8][NH:9][CH2:10][C@@H:11]([C:16]([N:18]1[CH2:23][CH2:22][N:21]([C:24]2[CH:29]=[CH:28][C:27]([O:30][CH3:31])=[CH:26][CH:25]=2)[CH2:20][CH2:19]1)=[O:17])[CH2:12][CH:13]([CH3:15])[CH3:14])[C:2]1[CH:7]=[CH:6][CH:5]=[CH:4][CH:3]=1.C(N(CC)CC)C.[C:39](OC=O)(=[O:41])C. The catalyst is C1COCC1. The product is [CH2:1]([O:8][N:9]([CH2:10][C@@H:11]([C:16]([N:18]1[CH2:19][CH2:20][N:21]([C:24]2[CH:29]=[CH:28][C:27]([O:30][CH3:31])=[CH:26][CH:25]=2)[CH2:22][CH2:23]1)=[O:17])[CH2:12][CH:13]([CH3:15])[CH3:14])[CH:39]=[O:41])[C:2]1[CH:3]=[CH:4][CH:5]=[CH:6][CH:7]=1. The yield is 0.810. (4) The yield is 0.640. The product is [C:1]([O:5][C:6](=[O:7])[NH:8][CH2:9][C:10]1([C:13](=[O:31])[NH:28][CH:19]2[CH:20]3[CH2:26][CH:24]4[CH2:23][CH:22]([CH2:27][CH:18]2[CH2:25]4)[CH2:21]3)[CH2:11][CH2:12]1)([CH3:2])([CH3:3])[CH3:4]. The reactants are [C:1]([O:5][C:6]([NH:8][CH2:9][C:10]1([CH2:13]C(O)=O)[CH2:12][CH2:11]1)=[O:7])([CH3:4])([CH3:3])[CH3:2].Cl.[CH:18]12[CH2:27][CH:22]3[CH2:23][CH:24]([CH2:26][CH:20]([CH2:21]3)[CH:19]1[NH2:28])[CH2:25]2.C1N(P(Cl)(N2C(=O)OCC2)=O)C(=O)[O:31]C1. The catalyst is C(Cl)Cl.